From a dataset of Reaction yield outcomes from USPTO patents with 853,638 reactions. Predict the reaction yield, written as a fraction of the theoretical maximum amount of product (1.0 means a 100% yield; for example, 0.34 means a 34% yield). The yield is 0.610. The reactants are [Cl:1][C:2]1[CH:3]=[CH:4][C:5]([O:26]C)=[C:6]([C:8]2[C:17]([C:18](OC)=[O:19])=[C:16]3[C:11]([NH:12][C:13]([CH3:25])([CH3:24])[C:14](=[O:23])[N:15]3[CH3:22])=[CH:10][CH:9]=2)[CH:7]=1.B(Br)(Br)Br.C(OCC)(=O)C.[H-].[Na+]. The product is [Cl:1][C:2]1[CH:7]=[C:6]2[C:5]([O:26][C:18](=[O:19])[C:17]3[C:8]2=[CH:9][CH:10]=[C:11]2[C:16]=3[N:15]([CH3:22])[C:14](=[O:23])[C:13]([CH3:25])([CH3:24])[NH:12]2)=[CH:4][CH:3]=1. The catalyst is ClCCl.O.C(OCC)C.